This data is from Reaction yield outcomes from USPTO patents with 853,638 reactions. The task is: Predict the reaction yield, written as a fraction of the theoretical maximum amount of product (1.0 means a 100% yield; for example, 0.34 means a 34% yield). (1) The product is [NH2:23][CH2:24][CH2:25][N:26]1[C:30](=[O:31])[CH:29]=[CH:28][C:27]1=[O:32]. The reactants are C1CCC(N=C=NC2CCCCC2)CC1.FC(F)(F)C(O)=O.[NH2:23][CH2:24][CH2:25][N:26]1[C:30](=[O:31])[CH:29]=[CH:28][C:27]1=[O:32]. The yield is 0.770. The catalyst is C(Cl)Cl. (2) The reactants are [CH2:1]([N:5](CCCC)CCCC)[CH2:2]CC.[CH:14]1[CH:19]=[C:18]2[CH:20]([CH2:27][O:28]C(NCC(O)=O)=O)[C:21]3[C:26]([C:17]2=[CH:16][CH:15]=1)=[CH:25][CH:24]=[CH:23][CH:22]=3.ClC(OCC(C)C)=[O:38].[NH2:44][C@H:45]1[CH2:68][CH2:67][C@@:66]2([CH3:69])[C@H:47]([CH2:48][CH2:49][C@@H:50]3[C@@H:65]2[CH2:64][C:63](=[O:70])[C@@:62]2([CH3:71])[C@H:51]3[CH2:52][CH2:53][C@@H:54]2[C@H:55]([CH3:61])[CH2:56][CH2:57][C:58]([OH:60])=[O:59])[CH2:46]1. The catalyst is C1COCC1.CN(C=O)C. The product is [CH:22]1[C:21]2[CH:20]([CH2:27][O:28][NH:5][CH2:1][C:2]([NH:44][C@H:45]3[CH2:68][CH2:67][C@@:66]4([CH3:69])[C@H:47]([CH2:48][CH2:49][C@@H:50]5[C@@H:65]4[CH2:64][C:63](=[O:70])[C@@:62]4([CH3:71])[C@H:51]5[CH2:52][CH2:53][C@@H:54]4[C@H:55]([CH3:61])[CH2:56][CH2:57][C:58]([OH:60])=[O:59])[CH2:46]3)=[O:38])[C:18]3[C:17](=[CH:16][CH:15]=[CH:14][CH:19]=3)[C:26]=2[CH:25]=[CH:24][CH:23]=1. The yield is 0.660. (3) The reactants are C[O:2][C:3](=[O:24])[C:4]1[CH:9]=[C:8]([C:10]2[S:11][CH:12]=[C:13]([C:15]3[CH:20]=[CH:19][C:18]([Cl:21])=[C:17]([Cl:22])[CH:16]=3)[N:14]=2)[CH:7]=[CH:6][C:5]=1Br.[Cl:25][C:26]1[CH:31]=[C:30]([F:32])[CH:29]=[CH:28][C:27]=1B(O)O. No catalyst specified. The product is [Cl:25][C:26]1[CH:31]=[C:30]([F:32])[CH:29]=[CH:28][C:27]=1[C:5]1[C:4]([C:3]([OH:2])=[O:24])=[CH:9][C:8]([C:10]2[S:11][CH:12]=[C:13]([C:15]3[CH:20]=[CH:19][C:18]([Cl:21])=[C:17]([Cl:22])[CH:16]=3)[N:14]=2)=[CH:7][CH:6]=1. The yield is 0.0800. (4) The reactants are [CH3:1][CH:2]([CH3:43])[C@H:3]([NH:38][C:39](=[O:42])[O:40][CH3:41])[C:4](=[O:37])[N:5]1[CH2:9][CH2:8][CH2:7][C@H:6]1[C:10]1[NH:11][C:12]([C:15]2[CH:20]=[CH:19][C:18]([C:21]3[CH:26]=[CH:25][C:24]([C:27]4[NH:31][C:30]([C@@H:32]5[CH2:36][CH2:35][CH2:34][NH:33]5)=[N:29][CH:28]=4)=[CH:23][CH:22]=3)=[CH:17][CH:16]=2)=[CH:13][N:14]=1.CCN(C(C)C)C(C)C.[CH3:53][CH:54]([CH3:66])[C@H:55]([NH:59][C:60]1[CH:61]=[N:62][CH:63]=[CH:64][CH:65]=1)[C:56](O)=[O:57].CN(C(ON1N=NC2C=CC=NC1=2)=[N+](C)C)C.F[P-](F)(F)(F)(F)F. The catalyst is CN(C=O)C. The product is [CH3:1][CH:2]([CH3:43])[C@H:3]([NH:38][C:39](=[O:42])[O:40][CH3:41])[C:4]([N:5]1[CH2:9][CH2:8][CH2:7][C@H:6]1[C:10]1[NH:11][C:12]([C:15]2[CH:20]=[CH:19][C:18]([C:21]3[CH:22]=[CH:23][C:24]([C:27]4[NH:31][C:30]([C@@H:32]5[CH2:36][CH2:35][CH2:34][N:33]5[C:56](=[O:57])[C@H:55]([CH:54]([CH3:53])[CH3:66])[NH:59][C:60]5[CH:61]=[N:62][CH:63]=[CH:64][CH:65]=5)=[N:29][CH:28]=4)=[CH:25][CH:26]=3)=[CH:17][CH:16]=2)=[CH:13][N:14]=1)=[O:37]. The yield is 0.560. (5) The reactants are [NH2:1][C:2]1[CH:7]=[CH:6][C:5]([C@@H:8]([CH3:12])[C:9]([NH2:11])=[O:10])=[CH:4][CH:3]=1.[CH3:13][CH:14]([S:16](Cl)(=[O:18])=[O:17])[CH3:15]. The catalyst is N1C=CC=CC=1.CCOCC. The product is [CH:14]([S:16]([NH:1][C:2]1[CH:3]=[CH:4][C:5]([CH:8]([CH3:12])[C:9]([NH2:11])=[O:10])=[CH:6][CH:7]=1)(=[O:18])=[O:17])([CH3:15])[CH3:13]. The yield is 0.810. (6) The reactants are [F:1][C:2]1[CH:7]=[CH:6][C:5]([OH:8])=[CH:4][CH:3]=1.[H-].[Na+].[N:11]1[C:18]([Cl:19])=[N:17][C:15](Cl)=[N:14][C:12]=1[Cl:13].[NH4+].[Cl-]. The catalyst is O1CCCC1. The product is [Cl:13][C:12]1[N:11]=[C:18]([Cl:19])[N:17]=[C:15]([O:8][C:5]2[CH:6]=[CH:7][C:2]([F:1])=[CH:3][CH:4]=2)[N:14]=1. The yield is 0.580. (7) The reactants are [Cl:1][C:2]1[CH:7]=[CH:6][CH:5]=[CH:4][C:3]=1[C:8]1[CH:18]=[C:11]2[N:12]=[C:13]([CH3:17])[CH:14]=[C:15](O)[N:10]2[N:9]=1.C(N(CC)CC)C.O=P(Cl)(Cl)[Cl:28].C(=O)(O)[O-].[Na+]. The catalyst is C1(C)C=CC=CC=1.C(OCC)(=O)C. The product is [Cl:28][C:15]1[N:10]2[N:9]=[C:8]([C:3]3[CH:4]=[CH:5][CH:6]=[CH:7][C:2]=3[Cl:1])[CH:18]=[C:11]2[N:12]=[C:13]([CH3:17])[CH:14]=1. The yield is 0.860.